From a dataset of Full USPTO retrosynthesis dataset with 1.9M reactions from patents (1976-2016). Predict the reactants needed to synthesize the given product. (1) Given the product [Cl:31][C:19]1[C:20]([NH:22][CH:23]([CH3:30])[CH2:24][NH:25][S:26]([CH3:29])(=[O:28])=[O:27])=[N:21][C:16]([NH:14][C:11]2[CH:12]=[CH:13][C:6]3[CH2:5][CH2:4][N:3]([CH2:1][CH3:2])[CH2:9][CH2:8][C:7]=3[CH:10]=2)=[N:17][CH:18]=1, predict the reactants needed to synthesize it. The reactants are: [CH2:1]([N:3]1[CH2:9][CH2:8][C:7]2[CH:10]=[C:11]([NH2:14])[CH:12]=[CH:13][C:6]=2[CH2:5][CH2:4]1)[CH3:2].Cl[C:16]1[N:21]=[C:20]([NH:22][CH:23]([CH3:30])[CH2:24][NH:25][S:26]([CH3:29])(=[O:28])=[O:27])[C:19]([Cl:31])=[CH:18][N:17]=1. (2) The reactants are: Br.[C:2]([C:10]1[N:11]=[C:12]2[CH:17]=[CH:16][C:15]([C:18]([OH:20])=O)=[CH:14][N:13]2[CH:21]=1)(=[O:9])[C:3]1[CH:8]=[CH:7][CH:6]=[CH:5][CH:4]=1.C[CH2:23][N:24]=[C:25]=NCCCN(C)C.Cl.C1C=CC2N(O)N=NC=2C=1.CNC. Given the product [C:2]([C:10]1[N:11]=[C:12]2[CH:17]=[CH:16][C:15]([C:18]([N:24]([CH3:25])[CH3:23])=[O:20])=[CH:14][N:13]2[CH:21]=1)(=[O:9])[C:3]1[CH:4]=[CH:5][CH:6]=[CH:7][CH:8]=1, predict the reactants needed to synthesize it. (3) The reactants are: [N+]([O-])(O)=O.[CH3:5][C:6]1[NH:11][C:10](=[O:12])[NH:9][CH:8]([C:13]2[CH:18]=[CH:17][C:16]([CH3:19])=[CH:15][CH:14]=2)[C:7]=1[C:20]([O:22][CH2:23][CH3:24])=[O:21].C(=O)([O-])[O-].[K+].[K+]. Given the product [CH3:5][C:6]1[NH:11][C:10](=[O:12])[N:9]=[C:8]([C:13]2[CH:18]=[CH:17][C:16]([CH3:19])=[CH:15][CH:14]=2)[C:7]=1[C:20]([O:22][CH2:23][CH3:24])=[O:21], predict the reactants needed to synthesize it.